From a dataset of Catalyst prediction with 721,799 reactions and 888 catalyst types from USPTO. Predict which catalyst facilitates the given reaction. (1) Reactant: [F:1][C:2]1[CH:24]=[CH:23][C:5]([CH2:6][N:7]2[C:15]3[C:10](=[CH:11][C:12]([S:16]([CH3:19])(=[O:18])=[O:17])=[CH:13][CH:14]=3)[CH:9]=[C:8]2[C:20]([NH2:22])=O)=[CH:4][CH:3]=1.ClCCl.C(N(CC)CC)C.FC(F)(F)C(O)=O. Product: [C:20]([C:8]1[N:7]([CH2:6][C:5]2[CH:4]=[CH:3][C:2]([F:1])=[CH:24][CH:23]=2)[C:15]2[C:10]([CH:9]=1)=[CH:11][C:12]([S:16]([CH3:19])(=[O:17])=[O:18])=[CH:13][CH:14]=2)#[N:22]. The catalyst class is: 6. (2) Reactant: [OH:1][C:2]1[CH:7]=[C:6]([CH3:8])[N:5]([CH2:9][C:10]2[CH:15]=[CH:14][C:13]([O:16][CH3:17])=[CH:12][CH:11]=2)[C:4](=[O:18])[CH:3]=1.C(=O)([O-])[O-].[K+].[K+].Cl[CH2:26][C:27]1[CH:44]=[CH:43][CH:42]=[CH:41][C:28]=1[CH2:29][N:30]1[C:38](=[O:39])[C:37]2[C:32](=[CH:33][CH:34]=[CH:35][CH:36]=2)[C:31]1=[O:40]. Product: [CH3:17][O:16][C:13]1[CH:14]=[CH:15][C:10]([CH2:9][N:5]2[C:6]([CH3:8])=[CH:7][C:2]([O:1][CH2:26][C:27]3[CH:44]=[CH:43][CH:42]=[CH:41][C:28]=3[CH2:29][N:30]3[C:38](=[O:39])[C:37]4[C:32](=[CH:33][CH:34]=[CH:35][CH:36]=4)[C:31]3=[O:40])=[CH:3][C:4]2=[O:18])=[CH:11][CH:12]=1. The catalyst class is: 3. (3) Reactant: [C:1]([C:3]1[CH:8]=[N:7][N:6]2[CH:9]=[C:10]([C:13]([OH:15])=[O:14])[C:11]([CH3:12])=[C:5]2[C:4]=1[NH:16][C:17]1[CH:22]=[CH:21][C:20]([O:23][C:24]2[CH:29]=[CH:28][CH:27]=[CH:26][C:25]=2[O:30][C:31]([C:34](=[O:39])[NH:35][CH2:36][CH2:37][OH:38])([CH3:33])[CH3:32])=[CH:19][CH:18]=1)#[N:2].CCN(C(C)C)C(C)C.[CH3:49][C:50]([Si:53](Cl)([CH3:55])[CH3:54])([CH3:52])[CH3:51].[OH-].[Na+]. Product: [C:50]([Si:53]([CH3:55])([CH3:54])[O:38][CH2:37][CH2:36][NH:35][C:34]([C:31]([CH3:33])([O:30][C:25]1[CH:26]=[CH:27][CH:28]=[CH:29][C:24]=1[O:23][C:20]1[CH:19]=[CH:18][C:17]([NH:16][C:4]2[C:5]3[N:6]([CH:9]=[C:10]([C:13]([OH:15])=[O:14])[C:11]=3[CH3:12])[N:7]=[CH:8][C:3]=2[C:1]#[N:2])=[CH:22][CH:21]=1)[CH3:32])=[O:39])([CH3:52])([CH3:51])[CH3:49]. The catalyst class is: 251. (4) Reactant: CN([CH:4]([O:7][CH3:8])OC)C.[CH3:9][O:10][C:11]1[CH:12]=[C:13]([CH2:19][C:20]([C:22]2C(O)=[C:24]3[C:29](=[CH:30][CH:31]=2)[O:28][C:27]([CH3:33])([CH3:32])[CH:26]=[CH:25]3)=[O:21])[CH:14]=[CH:15][C:16]=1[O:17][CH3:18]. The catalyst class is: 11. Product: [CH3:9][O:10][C:11]1[CH:12]=[C:13]([C:19]2[C:20](=[O:21])[C:22]3[C:4]([O:7][CH:8]=2)=[C:24]2[C:29](=[CH:30][CH:31]=3)[O:28][C:27]([CH3:32])([CH3:33])[CH:26]=[CH:25]2)[CH:14]=[CH:15][C:16]=1[O:17][CH3:18]. (5) Reactant: [I:1][C:2]1[O:3][C:4]2[C:5](=[C:7]([C:11]([OH:13])=O)[CH:8]=[CH:9][CH:10]=2)[CH:6]=1.CN(C(ON1N=NC2C=CC=CC1=2)=[N+](C)C)C.[B-](F)(F)(F)F.CCN(C(C)C)C(C)C.[NH2:45][CH2:46][CH:47]1[CH2:51][S:50][CH2:49][N:48]1[C:52]([C:54]1[N:55]=[C:56]([CH3:66])[S:57][C:58]=1[C:59]1[CH:60]=[C:61]([CH3:65])[CH:62]=[CH:63][CH:64]=1)=[O:53]. Product: [CH3:66][C:56]1[S:57][C:58]([C:59]2[CH:60]=[C:61]([CH3:65])[CH:62]=[CH:63][CH:64]=2)=[C:54]([C:52]([N:48]2[CH:47]([CH2:46][NH:45][C:11]([C:7]3[CH:8]=[CH:9][CH:10]=[C:4]4[O:3][C:2]([I:1])=[CH:6][C:5]=34)=[O:13])[CH2:51][S:50][CH2:49]2)=[O:53])[N:55]=1. The catalyst class is: 3. (6) Product: [CH3:1][O:2][CH2:3][CH2:4][N:5]([CH3:6])[CH2:7][CH2:8][NH2:9]. Reactant: [CH3:1][O:2][CH2:3][CH2:4][N:5]([CH2:7][C:8]#[N:9])[CH3:6]. The catalyst class is: 319. (7) Reactant: Br[CH2:2][C:3]1[O:7][N:6]=[C:5]([O:8][CH3:9])[CH:4]=1.NC(N)=S.C[S:15]([C:18]1[CH2:22][C:21]([CH3:24])([CH3:23])[O:20][N:19]=1)(=O)=O.C(=O)([O-])[O-].[K+].[K+]. Product: [CH3:23][C:21]1([CH3:24])[O:20][N:19]=[C:18]([S:15][CH2:2][C:3]2[O:7][N:6]=[C:5]([O:8][CH3:9])[CH:4]=2)[CH2:22]1. The catalyst class is: 8. (8) Reactant: [C:1]([OH:9])(=[O:8])[C@H:2]([CH2:4][C:5]([OH:7])=[O:6])[OH:3].[CH3:10][CH2:11][CH:12]([N:14]1[N:19]=[CH:18][N:17]([C:20]2[CH:25]=[CH:24][C:23]([N:26]3[CH2:31][CH2:30][N:29]([C:32]4[CH:37]=[CH:36][C:35]([O:38][CH2:39][C@@H:40]5[O:44][C@:43]([C:51]6[CH:56]=[CH:55][C:54]([Cl:57])=[CH:53][C:52]=6[Cl:58])([CH2:45][N:46]6[N:50]=[CH:49][N:48]=[CH:47]6)[O:42][CH2:41]5)=[CH:34][CH:33]=4)[CH2:28][CH2:27]3)=[CH:22][CH:21]=2)[C:15]1=[O:16])[CH3:13].CCC(N1N=CN(C2C=CC(N3CCN(C4C=CC(OC[C@@H]5O[C@](C6C=CC(Cl)=CC=6Cl)(CN6N=CN=C6)OC5)=CC=4)CC3)=CC=2)C1=O)C.[C:108]([OH:117])(=[O:116])[C@@H:109]([C@H:111]([C:113]([OH:115])=[O:114])[OH:112])O. Product: [CH3:10][CH2:11][CH:12]([N:14]1[N:19]=[CH:18][N:17]([C:20]2[CH:25]=[CH:24][C:23]([N:26]3[CH2:31][CH2:30][N:29]([C:32]4[CH:37]=[CH:36][C:35]([O:38][CH2:39][C@@H:40]5[O:44][C@:43]([C:51]6[CH:56]=[CH:55][C:54]([Cl:57])=[CH:53][C:52]=6[Cl:58])([CH2:45][N:46]6[N:50]=[CH:49][N:48]=[CH:47]6)[O:42][CH2:41]5)=[CH:34][CH:33]=4)[CH2:28][CH2:27]3)=[CH:22][CH:21]=2)[C:15]1=[O:16])[CH3:13].[C:1]([OH:9])(=[O:8])[CH:2]([CH2:4][C:5]([OH:7])=[O:6])[OH:3].[CH2:109]([C:108]([OH:117])=[O:116])[C@H:111]([OH:112])[C:113]([OH:115])=[O:114]. The catalyst class is: 1. (9) Reactant: Br[CH2:2][C:3]1[N:4]=[C:5]2[C:10](=[N:11][CH:12]=1)[N:9]=[C:8]([NH2:13])[N:7]=[C:6]2[NH2:14].[NH2:15][C:16]1[CH:21]=[CH:20][C:19]([CH2:22][C:23]([O:25][C:26]([CH3:29])([CH3:28])[CH3:27])=[O:24])=[CH:18][CH:17]=1.C([O-])([O-])=O.[K+].[K+]. Product: [NH2:13][C:8]1[N:7]=[C:6]([NH2:14])[C:5]2[C:10](=[N:11][CH:12]=[C:3]([CH2:2][NH:15][C:16]3[CH:17]=[CH:18][C:19]([CH2:22][C:23]([O:25][C:26]([CH3:29])([CH3:28])[CH3:27])=[O:24])=[CH:20][CH:21]=3)[N:4]=2)[N:9]=1. The catalyst class is: 726. (10) Reactant: [BH-](OC(C)=O)(OC(C)=O)O[C:3]([CH3:5])=O.[Na+].[C:15]([N:22]1[CH2:27][CH2:26][NH:25][CH:24]([C:28]2[CH:33]=[CH:32][CH:31]=[CH:30][CH:29]=2)[CH2:23]1)([O:17][C:18]([CH3:21])([CH3:20])[CH3:19])=[O:16].C(=O)C. Product: [C:15]([N:22]1[CH2:27][CH2:26][N:25]([CH2:3][CH3:5])[CH:24]([C:28]2[CH:33]=[CH:32][CH:31]=[CH:30][CH:29]=2)[CH2:23]1)([O:17][C:18]([CH3:21])([CH3:20])[CH3:19])=[O:16]. The catalyst class is: 2.